Dataset: Catalyst prediction with 721,799 reactions and 888 catalyst types from USPTO. Task: Predict which catalyst facilitates the given reaction. (1) Product: [CH2:19]([N:15]1[CH2:16][CH2:17][CH2:18][C:13]2([NH:12][C:11](=[O:27])[C:10]3[CH:28]=[C:6](/[CH:5]=[CH:4]/[C:3]([OH:29])=[O:2])[CH:7]=[CH:8][C:9]=3[O:26]2)[CH2:14]1)[C:20]1[CH:25]=[CH:24][CH:23]=[CH:22][CH:21]=1. Reactant: C[O:2][C:3](=[O:29])/[CH:4]=[CH:5]/[C:6]1[CH:7]=[CH:8][C:9]2[O:26][C:13]3([CH2:18][CH2:17][CH2:16][N:15]([CH2:19][C:20]4[CH:25]=[CH:24][CH:23]=[CH:22][CH:21]=4)[CH2:14]3)[NH:12][C:11](=[O:27])[C:10]=2[CH:28]=1.[OH-].[Na+]. The catalyst class is: 127. (2) Reactant: [H-].[Na+].[F:3][C:4]1[CH:9]=[CH:8][C:7]([C:10]([CH3:14])([CH3:13])[CH:11]=O)=[CH:6][CH:5]=1.Cl.[C:16]([O:19][CH2:20][CH3:21])(=[O:18])[CH3:17]. Product: [CH2:20]([O:19][C:16](=[O:18])/[CH:17]=[CH:11]/[C:10]([C:7]1[CH:8]=[CH:9][C:4]([F:3])=[CH:5][CH:6]=1)([CH3:14])[CH3:13])[CH3:21]. The catalyst class is: 7. (3) Reactant: [CH2:1]([O:3][C:4]([CH:6]1[CH2:11][CH2:10][C:9](=[O:12])[CH2:8][CH2:7]1)=[O:5])[CH3:2].[CH2:13](O)[CH2:14][OH:15].CC1C=CC(S(O)(=O)=O)=CC=1.O. Product: [CH2:1]([O:3][C:4]([CH:6]1[CH2:11][CH2:10][C:9]2([O:15][CH2:14][CH2:13][O:12]2)[CH2:8][CH2:7]1)=[O:5])[CH3:2]. The catalyst class is: 11. (4) Reactant: [C:1]1([C@H:7]([NH:9][C:10](=[O:44])[NH:11][C:12]2[N:17]=[CH:16][C:15]3[C:18]([NH:40][C:41](=[O:43])[CH3:42])=[N:19][N:20](C(C4C=CC=CC=4)(C4C=CC=CC=4)C4C=CC=CC=4)[C:14]=3[CH:13]=2)[CH3:8])[CH:6]=[CH:5][CH:4]=[CH:3][CH:2]=1.C([SiH](CC)CC)C.C(O)(C(F)(F)F)=O. Product: [C:1]1([C@H:7]([NH:9][C:10](=[O:44])[NH:11][C:12]2[N:17]=[CH:16][C:15]3[C:18]([NH:40][C:41](=[O:43])[CH3:42])=[N:19][NH:20][C:14]=3[CH:13]=2)[CH3:8])[CH:6]=[CH:5][CH:4]=[CH:3][CH:2]=1. The catalyst class is: 2. (5) Product: [N+:9]([C:8]1[C:3]([OH:2])=[C:4]2[CH2:14][CH2:13][CH2:12][C:5]2=[N:6][CH:7]=1)([O-:11])=[O:10]. Reactant: C[O:2][C:3]1[C:8]([N+:9]([O-:11])=[O:10])=[CH:7][N:6]=[C:5]2[CH2:12][CH2:13][CH2:14][C:4]=12.Br. The catalyst class is: 52.